This data is from Reaction yield outcomes from USPTO patents with 853,638 reactions. The task is: Predict the reaction yield, written as a fraction of the theoretical maximum amount of product (1.0 means a 100% yield; for example, 0.34 means a 34% yield). The reactants are [CH3:1][O:2][C:3]1[CH:4]=[C:5]([NH:15][C:16]2[N:25]=[CH:24][C:23]3[CH2:22][CH2:21][CH2:20][CH:19]([O:26]S(C)(=O)=O)[C:18]=3[N:17]=2)[CH:6]=[CH:7][C:8]=1[N:9]1[CH:13]=[C:12]([CH3:14])[N:11]=[CH:10]1.[CH2:31]([O-])C.[Na+]. The catalyst is CO.O. The product is [CH3:1][O:2][C:3]1[CH:4]=[C:5]([NH:15][C:16]2[N:25]=[CH:24][C:23]3[CH2:22][CH2:21][CH2:20][CH:19]([O:26][CH3:31])[C:18]=3[N:17]=2)[CH:6]=[CH:7][C:8]=1[N:9]1[CH:13]=[C:12]([CH3:14])[N:11]=[CH:10]1. The yield is 0.280.